From a dataset of CYP1A2 inhibition data for predicting drug metabolism from PubChem BioAssay. Regression/Classification. Given a drug SMILES string, predict its absorption, distribution, metabolism, or excretion properties. Task type varies by dataset: regression for continuous measurements (e.g., permeability, clearance, half-life) or binary classification for categorical outcomes (e.g., BBB penetration, CYP inhibition). Dataset: cyp1a2_veith. (1) The compound is CC(C)c1ccc(C(=O)CC2(O)C(=O)N(CN3CCOCC3)c3ccccc32)cc1. The result is 0 (non-inhibitor). (2) The molecule is Cc1cc(C)n2nc(-c3sccc3-n3cccc3)cc2n1. The result is 1 (inhibitor). (3) The compound is C/C(=C\C=C/[C@@H](C)C(=O)O)[C@H]1CN[C@H](C(=O)O)[C@@H]1CC(=O)O. The result is 0 (non-inhibitor). (4) The compound is CC(C)(C)c1ccc(COC(=O)CNC(=O)CNC(=O)Cc2ccccc2)cc1. The result is 0 (non-inhibitor). (5) The drug is Cc1ncn(-c2ccccc2O)c1C. The result is 1 (inhibitor). (6) The drug is Cn1c(=O)c(-c2cccc(C#N)c2)nc2cnc(Oc3ccccc3)nc21. The result is 1 (inhibitor). (7) The drug is C=C(C)CN1CC[C@@]23c4c5ccc(O)c4O[C@H]2c2[nH]c4ccccc4c2C[C@]3(O)[C@@H]1C5. The result is 0 (non-inhibitor).